Dataset: Forward reaction prediction with 1.9M reactions from USPTO patents (1976-2016). Task: Predict the product of the given reaction. (1) Given the reactants [CH3:1][CH:2]1[CH2:5][N:4]([C:6]2[CH:7]=[CH:8][C:9]([N+:12]([O-])=O)=[N:10][CH:11]=2)[CH2:3]1, predict the reaction product. The product is: [CH3:1][CH:2]1[CH2:5][N:4]([C:6]2[CH:7]=[CH:8][C:9]([NH2:12])=[N:10][CH:11]=2)[CH2:3]1. (2) Given the reactants [I-].[CH3:2][O:3][C:4]1[CH:5]=[C:6]([C:13]2[CH:18]=[CH:17][N+:16]([CH2:19][CH2:20][CH3:21])=[CH:15][CH:14]=2)[CH:7]=[CH:8][C:9]=1[N+:10]([O-:12])=[O:11].[BH4-].[Na+].[Cl-].[NH4+], predict the reaction product. The product is: [CH3:2][O:3][C:4]1[CH:5]=[C:6]([C:13]2[CH2:18][CH2:17][N:16]([CH2:19][CH2:20][CH3:21])[CH2:15][CH:14]=2)[CH:7]=[CH:8][C:9]=1[N+:10]([O-:12])=[O:11].